Dataset: NCI-60 drug combinations with 297,098 pairs across 59 cell lines. Task: Regression. Given two drug SMILES strings and cell line genomic features, predict the synergy score measuring deviation from expected non-interaction effect. (1) Drug 1: CN(C)N=NC1=C(NC=N1)C(=O)N. Drug 2: C1=NNC2=C1C(=O)NC=N2. Cell line: M14. Synergy scores: CSS=-1.18, Synergy_ZIP=1.74, Synergy_Bliss=-0.598, Synergy_Loewe=-5.20, Synergy_HSA=-4.71. (2) Drug 1: CCC1(CC2CC(C3=C(CCN(C2)C1)C4=CC=CC=C4N3)(C5=C(C=C6C(=C5)C78CCN9C7C(C=CC9)(C(C(C8N6C=O)(C(=O)OC)O)OC(=O)C)CC)OC)C(=O)OC)O.OS(=O)(=O)O. Drug 2: CC1CCC2CC(C(=CC=CC=CC(CC(C(=O)C(C(C(=CC(C(=O)CC(OC(=O)C3CCCCN3C(=O)C(=O)C1(O2)O)C(C)CC4CCC(C(C4)OC)O)C)C)O)OC)C)C)C)OC. Cell line: COLO 205. Synergy scores: CSS=13.2, Synergy_ZIP=-3.69, Synergy_Bliss=-1.32, Synergy_Loewe=-4.39, Synergy_HSA=-4.33. (3) Drug 1: CN(C)C1=NC(=NC(=N1)N(C)C)N(C)C. Drug 2: CC1=C(C(=CC=C1)Cl)NC(=O)C2=CN=C(S2)NC3=CC(=NC(=N3)C)N4CCN(CC4)CCO. Cell line: NCIH23. Synergy scores: CSS=21.2, Synergy_ZIP=-0.701, Synergy_Bliss=1.38, Synergy_Loewe=-3.62, Synergy_HSA=4.90. (4) Drug 1: C1CN1P(=S)(N2CC2)N3CC3. Drug 2: CCC(=C(C1=CC=CC=C1)C2=CC=C(C=C2)OCCN(C)C)C3=CC=CC=C3.C(C(=O)O)C(CC(=O)O)(C(=O)O)O. Cell line: HT29. Synergy scores: CSS=13.0, Synergy_ZIP=-0.370, Synergy_Bliss=8.91, Synergy_Loewe=0.247, Synergy_HSA=3.20. (5) Drug 1: CC1=C2C(C(=O)C3(C(CC4C(C3C(C(C2(C)C)(CC1OC(=O)C(C(C5=CC=CC=C5)NC(=O)OC(C)(C)C)O)O)OC(=O)C6=CC=CC=C6)(CO4)OC(=O)C)OC)C)OC. Drug 2: CC1=C(C(=CC=C1)Cl)NC(=O)C2=CN=C(S2)NC3=CC(=NC(=N3)C)N4CCN(CC4)CCO. Cell line: SK-MEL-2. Synergy scores: CSS=23.4, Synergy_ZIP=-1.89, Synergy_Bliss=-8.05, Synergy_Loewe=-29.8, Synergy_HSA=-7.18. (6) Drug 1: CC12CCC3C(C1CCC2=O)CC(=C)C4=CC(=O)C=CC34C. Drug 2: CC(C)CN1C=NC2=C1C3=CC=CC=C3N=C2N. Cell line: LOX IMVI. Synergy scores: CSS=30.2, Synergy_ZIP=1.94, Synergy_Bliss=1.22, Synergy_Loewe=1.75, Synergy_HSA=2.11. (7) Drug 1: CCC(=C(C1=CC=CC=C1)C2=CC=C(C=C2)OCCN(C)C)C3=CC=CC=C3.C(C(=O)O)C(CC(=O)O)(C(=O)O)O. Drug 2: C1CC(=O)NC(=O)C1N2C(=O)C3=CC=CC=C3C2=O. Cell line: CAKI-1. Synergy scores: CSS=2.25, Synergy_ZIP=-1.67, Synergy_Bliss=4.41, Synergy_Loewe=-3.95, Synergy_HSA=1.33. (8) Drug 1: C1CNP(=O)(OC1)N(CCCl)CCCl. Drug 2: CC1CCCC2(C(O2)CC(NC(=O)CC(C(C(=O)C(C1O)C)(C)C)O)C(=CC3=CSC(=N3)C)C)C. Cell line: HOP-62. Synergy scores: CSS=31.5, Synergy_ZIP=1.46, Synergy_Bliss=-2.25, Synergy_Loewe=-17.4, Synergy_HSA=-0.0321. (9) Drug 1: CC12CCC3C(C1CCC2O)C(CC4=C3C=CC(=C4)O)CCCCCCCCCS(=O)CCCC(C(F)(F)F)(F)F. Drug 2: C(CN)CNCCSP(=O)(O)O. Cell line: A549. Synergy scores: CSS=4.26, Synergy_ZIP=3.75, Synergy_Bliss=-1.09, Synergy_Loewe=-0.0976, Synergy_HSA=0.614. (10) Drug 1: CCC(=C(C1=CC=CC=C1)C2=CC=C(C=C2)OCCN(C)C)C3=CC=CC=C3.C(C(=O)O)C(CC(=O)O)(C(=O)O)O. Drug 2: C1CC(C1)(C(=O)O)C(=O)O.[NH2-].[NH2-].[Pt+2]. Cell line: 786-0. Synergy scores: CSS=8.53, Synergy_ZIP=-3.62, Synergy_Bliss=-1.50, Synergy_Loewe=-0.735, Synergy_HSA=0.228.